This data is from Reaction yield outcomes from USPTO patents with 853,638 reactions. The task is: Predict the reaction yield, written as a fraction of the theoretical maximum amount of product (1.0 means a 100% yield; for example, 0.34 means a 34% yield). (1) The reactants are ClC1C=CC=C(Cl)C=1N1C=C2C(NC3C=C(C)N=C(N)N=3)=NC=CC2=N1.C(OC(=O)[NH:33][C:34]1[CH:39]=[C:38]([NH:40][C:41]2[C:46]3=[CH:47][N:48]([C:50]4[C:55]([Cl:56])=[CH:54][CH:53]=[CH:52][C:51]=4[Cl:57])[N:49]=[C:45]3[CH:44]=[CH:43][N:42]=2)[N:37]=[CH:36][N:35]=1)(C)(C)C. No catalyst specified. The product is [Cl:56][C:55]1[CH:54]=[CH:53][CH:52]=[C:51]([Cl:57])[C:50]=1[N:48]1[CH:47]=[C:46]2[C:41]([NH:40][C:38]3[CH:39]=[C:34]([NH2:33])[N:35]=[CH:36][N:37]=3)=[N:42][CH:43]=[CH:44][C:45]2=[N:49]1. The yield is 0.500. (2) The reactants are [NH:1]1[C:10]2[C:5](=[CH:6][CH:7]=[CH:8][CH:9]=2)[CH2:4][CH2:3][CH2:2]1.[N:11]([O-])=[O:12].[Na+].CCOC(C)=O. The catalyst is CC(O)=O.O. The product is [N:11]([N:1]1[C:10]2[C:5](=[CH:6][CH:7]=[CH:8][CH:9]=2)[CH2:4][CH2:3][CH2:2]1)=[O:12]. The yield is 0.960. (3) The reactants are Cl.[CH2:2]([O:4][C@@H:5]([CH2:8][C:9]1[CH:14]=[CH:13][C:12]([CH2:15][CH2:16][NH:17][CH2:18][CH2:19][CH2:20][CH2:21][CH2:22][CH2:23][CH3:24])=[CH:11][CH:10]=1)[CH2:6][OH:7])[CH3:3].C(N(CC)CC)C.[F:32][C:33]1[CH:38]=[C:37]([F:39])[CH:36]=[CH:35][C:34]=1[N:40]=[C:41]=[O:42].O. The catalyst is C(Cl)Cl. The product is [F:32][C:33]1[CH:38]=[C:37]([F:39])[CH:36]=[CH:35][C:34]=1[NH:40][C:41](=[O:42])[N:17]([CH2:16][CH2:15][C:12]1[CH:11]=[CH:10][C:9]([CH2:8][C@H:5]([O:4][CH2:2][CH3:3])[CH2:6][OH:7])=[CH:14][CH:13]=1)[CH2:18][CH2:19][CH2:20][CH2:21][CH2:22][CH2:23][CH3:24]. The yield is 0.600. (4) The reactants are [CH3:1][N:2]([CH3:10])[C:3]1[CH:4]=[C:5]([OH:9])[CH:6]=[CH:7][CH:8]=1.C([O:13][C:14](=O)[C:15]([C:27]#[N:28])=[CH:16][C:17]1[CH:22]=[C:21]([O:23][CH3:24])[CH:20]=[C:19]([O:25][CH3:26])[CH:18]=1)C. No catalyst specified. The product is [C:27]([C:15]1[C:14](=[O:13])[O:9][C:5]2[C:6]([C:16]=1[C:17]1[CH:22]=[C:21]([O:23][CH3:24])[CH:20]=[C:19]([O:25][CH3:26])[CH:18]=1)=[CH:7][CH:8]=[C:3]([N:2]([CH3:10])[CH3:1])[CH:4]=2)#[N:28]. The yield is 0.00400. (5) The reactants are [C:1]([C:5]1[CH:10]=[CH:9][C:8]([NH:11][C:12]([C:14]2[C:15]([S:20][CH:21]([NH:28][C:29](=[O:32])[CH2:30]Cl)[C:22]3[CH:27]=[CH:26][N:25]=[CH:24][CH:23]=3)=[N:16][CH:17]=[CH:18][CH:19]=2)=[O:13])=[CH:7][CH:6]=1)([CH3:4])([CH3:3])[CH3:2].C(OCC)(=O)C.[NH:39]1[CH2:44][CH2:43][O:42][CH2:41][CH2:40]1. No catalyst specified. The product is [C:1]([C:5]1[CH:10]=[CH:9][C:8]([NH:11][C:12]([C:14]2[C:15]([S:20][CH:21]([NH:28][C:29](=[O:32])[CH2:30][N:39]3[CH2:44][CH2:43][O:42][CH2:41][CH2:40]3)[C:22]3[CH:27]=[CH:26][N:25]=[CH:24][CH:23]=3)=[N:16][CH:17]=[CH:18][CH:19]=2)=[O:13])=[CH:7][CH:6]=1)([CH3:4])([CH3:3])[CH3:2]. The yield is 0.320. (6) The yield is 0.700. The catalyst is C(#N)C. The reactants are C([O:4][P:5]([CH2:11][O:12][CH2:13][C:14]([CH2:37][CH3:38])=[CH:15][CH2:16][C:17]1[C:18]([O:30]CC[Si](C)(C)C)=[C:19]2[C:23](=[C:24]([CH3:28])[C:25]=1[O:26][CH3:27])[CH2:22][O:21][C:20]2=[O:29])(=[O:10])[O:6]C(C)C)(C)C.N1C(C)=CC=CC=1C.Br[Si](C)(C)C. The product is [CH2:37]([C:14](=[CH:15][CH2:16][C:17]1[C:18]([OH:30])=[C:19]2[C:23](=[C:24]([CH3:28])[C:25]=1[O:26][CH3:27])[CH2:22][O:21][C:20]2=[O:29])[CH2:13][O:12][CH2:11][P:5](=[O:4])([OH:6])[OH:10])[CH3:38]. (7) The reactants are Br[C:2]1[CH:3]=[C:4]([CH2:8][C:9]#[N:10])[CH:5]=[CH:6][CH:7]=1.C[O-].C([Sn+](CCCC)CCCC)CCC.C([O:29][C:30]([CH3:32])=[CH2:31])(=O)C.[F-].[K+]. The catalyst is C1(C)C=CC=CC=1.O.[Cl-].[Na+].O.C1C=CC(/C=C/C(/C=C/C2C=CC=CC=2)=O)=CC=1.C1C=CC(/C=C/C(/C=C/C2C=CC=CC=2)=O)=CC=1.C1C=CC(/C=C/C(/C=C/C2C=CC=CC=2)=O)=CC=1.[Pd].[Pd].C1(P(C2CCCCC2)C2C=CC=CC=2C2C=CC=CC=2N(C)C)CCCCC1.CCOC(C)=O. The product is [O:29]=[C:30]([CH3:32])[CH2:31][C:2]1[CH:3]=[C:4]([CH2:8][C:9]#[N:10])[CH:5]=[CH:6][CH:7]=1. The yield is 0.690. (8) The reactants are [CH2:1]([O:8][C:9]1[CH:10]=[C:11]2[C:16](=[CH:17][C:18]=1[O:19][CH3:20])[N:15]=[CH:14][N:13]=[C:12]2Cl)[C:2]1[CH:7]=[CH:6][CH:5]=[CH:4][CH:3]=1.[F:22][C:23]1[C:31]([OH:32])=[CH:30][CH:29]=[C:28]2[C:24]=1[CH:25]=[C:26]([CH3:33])[NH:27]2.C(=O)([O-])[O-].[Cs+].[Cs+]. The catalyst is CN(C=O)C. The product is [CH2:1]([O:8][C:9]1[CH:10]=[C:11]2[C:16](=[CH:17][C:18]=1[O:19][CH3:20])[N:15]=[CH:14][N:13]=[C:12]2[O:32][C:31]1[C:23]([F:22])=[C:24]2[C:28](=[CH:29][CH:30]=1)[NH:27][C:26]([CH3:33])=[CH:25]2)[C:2]1[CH:7]=[CH:6][CH:5]=[CH:4][CH:3]=1. The yield is 0.370. (9) The reactants are [H-].[Al+3].[Li+].[H-].[H-].[H-].[F:7][C:8]([C:11]1[CH:12]=[C:13]([CH:16]=[CH:17][CH:18]=1)[C:14]#N)([F:10])[CH3:9].[OH2:19].[OH-].[Na+]. The catalyst is CCOCC. The product is [F:7][C:8]([C:11]1[CH:12]=[C:13]([CH:16]=[CH:17][CH:18]=1)[CH2:14][OH:19])([F:10])[CH3:9]. The yield is 0.750. (10) The reactants are [CH3:1][O:2][C:3]1[CH:12]=[C:11]2[C:6]([C:7]([O:13][C:14]3[CH:19]=[CH:18][C:17]([NH:20][C:21]([NH:23][C:24]4[S:25][CH:26]=[CH:27][N:28]=4)=[O:22])=[CH:16][CH:15]=3)=[CH:8][CH:9]=[N:10]2)=[CH:5][C:4]=1[C:29]([OH:31])=[O:30].Cl.C(N=C=NCCCN(C)C)C.O.ON1C2C=CC=CC=2N=N1.C(N(CC)CC)C.[CH3:62][O:63][CH2:64][CH2:65]N. The catalyst is CN(C)C=O.O.C(OCC)(=O)C. The product is [CH3:1][O:2][C:3]1[CH:12]=[C:11]2[C:6]([C:7]([O:13][C:14]3[CH:15]=[CH:16][C:17]([NH:20][C:21]([NH:23][C:24]4[S:25][CH:26]=[CH:27][N:28]=4)=[O:22])=[CH:18][CH:19]=3)=[CH:8][CH:9]=[N:10]2)=[CH:5][C:4]=1[C:29]([O:31][CH2:65][CH2:64][O:63][CH3:62])=[O:30]. The yield is 0.247.